From a dataset of Full USPTO retrosynthesis dataset with 1.9M reactions from patents (1976-2016). Predict the reactants needed to synthesize the given product. Given the product [F:9][C:10]1[CH:15]=[CH:14][C:13]([C:7]2[C:2]([NH2:1])=[N:3][CH:4]=[CH:5][CH:6]=2)=[CH:12][CH:11]=1, predict the reactants needed to synthesize it. The reactants are: [NH2:1][C:2]1[C:7](Br)=[CH:6][CH:5]=[CH:4][N:3]=1.[F:9][C:10]1[CH:15]=[CH:14][C:13](B(O)O)=[CH:12][CH:11]=1.C([O-])([O-])=O.[Na+].[Na+].